This data is from Catalyst prediction with 721,799 reactions and 888 catalyst types from USPTO. The task is: Predict which catalyst facilitates the given reaction. (1) Reactant: [CH:1]1([O:7][C:8](=[O:22])[CH2:9][CH2:10][C@H:11]([NH:14][C:15]([O:17][C:18]([CH3:21])([CH3:20])[CH3:19])=[O:16])[CH2:12]O)[CH2:6][CH2:5][CH2:4][CH2:3][CH2:2]1.C(Br)(Br)(Br)[Br:24].C1C=CC(P(C2C=CC=CC=2)C2C=CC=CC=2)=CC=1. Product: [CH:1]1([O:7][C:8](=[O:22])[CH2:9][CH2:10][C@H:11]([NH:14][C:15]([O:17][C:18]([CH3:21])([CH3:20])[CH3:19])=[O:16])[CH2:12][Br:24])[CH2:6][CH2:5][CH2:4][CH2:3][CH2:2]1. The catalyst class is: 2. (2) Product: [OH:4][CH:5]1[C:9]2[N:10]=[CH:11][N:12]=[C:13]([N:14]3[CH2:19][CH2:18][N:17]([C:20]([O:22][C:23]([CH3:26])([CH3:25])[CH3:24])=[O:21])[CH2:16][CH2:15]3)[C:8]=2[C@H:7]([CH3:27])[CH2:6]1. The catalyst class is: 1. Reactant: C([O:4][CH:5]1[C:9]2[N:10]=[CH:11][N:12]=[C:13]([N:14]3[CH2:19][CH2:18][N:17]([C:20]([O:22][C:23]([CH3:26])([CH3:25])[CH3:24])=[O:21])[CH2:16][CH2:15]3)[C:8]=2[C@H:7]([CH3:27])[CH2:6]1)(=O)C.[Li+].[OH-].O.CO. (3) Reactant: [CH:1]1([S:4]([C:7]2[CH:12]=[CH:11][C:10]([CH:13]([C:21]3[NH:25][C:24]([C:26]4[S:27][C:28](/[CH:31]=[CH:32]/[C:33]([O:35][CH2:36][CH3:37])=[O:34])=[CH:29][N:30]=4)=[CH:23][CH:22]=3)[CH2:14][CH:15]3[CH2:20][CH2:19][O:18][CH2:17][CH2:16]3)=[CH:9][CH:8]=2)(=[O:6])=[O:5])[CH2:3][CH2:2]1.O1CCCC1. Product: [CH:1]1([S:4]([C:7]2[CH:12]=[CH:11][C:10]([CH:13]([C:21]3[NH:25][C:24]([C:26]4[S:27][C:28]([CH2:31][CH2:32][C:33]([O:35][CH2:36][CH3:37])=[O:34])=[CH:29][N:30]=4)=[CH:23][CH:22]=3)[CH2:14][CH:15]3[CH2:20][CH2:19][O:18][CH2:17][CH2:16]3)=[CH:9][CH:8]=2)(=[O:5])=[O:6])[CH2:3][CH2:2]1. The catalyst class is: 349. (4) Reactant: [F:1][C:2]1[CH:3]=[C:4]([CH:23]=[CH:24][C:25]=1[F:26])[CH2:5][O:6][C:7]1[CH:16]=[C:15]2[C:10]([CH:11]=[C:12]([CH2:17][C:18](OCC)=[O:19])[CH:13]=[N:14]2)=[N:9][CH:8]=1.BrC1C=[N:30]C2C(C=1)=NC=C(OCC1C=CC(F)=C(F)C=1)C=2.F[B-](F)(F)F.C([PH+](C(C)(C)C)C(C)(C)C)(C)(C)C.P([O-])([O-])([O-])=O.[K+].[K+].[K+].O1CCOCCOCCOCCOCCOCC1.C(OCC)(=O)CC(OCC)=O. Product: [F:1][C:2]1[CH:3]=[C:4]([CH:23]=[CH:24][C:25]=1[F:26])[CH2:5][O:6][C:7]1[CH:16]=[C:15]2[C:10]([CH:11]=[C:12]([CH2:17][C:18]([NH2:30])=[O:19])[CH:13]=[N:14]2)=[N:9][CH:8]=1. The catalyst class is: 110. (5) Reactant: [OH:1][CH2:2][CH2:3][NH:4][C:5](=[O:11])[O:6][C:7]([CH3:10])([CH3:9])[CH3:8].[H-].[Na+].Cl[CH2:15][C:16]([CH2:18]Cl)=[CH2:17]. Product: [C:7]([O:6][C:5]([N:4]1[CH2:18][C:16](=[CH2:15])[CH2:17][O:1][CH2:2][CH2:3]1)=[O:11])([CH3:8])([CH3:10])[CH3:9]. The catalyst class is: 3. (6) The catalyst class is: 17. Product: [Cl:2][CH2:3][CH2:4][CH2:5][NH:6][C:12](=[O:13])[C:11]([F:22])([F:21])[F:10]. Reactant: Cl.[Cl:2][CH2:3][CH2:4][CH2:5][NH2:6].ClCCl.[F:10][C:11]([F:22])([F:21])[C:12](O[C:12](=[O:13])[C:11]([F:22])([F:21])[F:10])=[O:13]. (7) Reactant: F[C:2]1[N:12]=[C:11]([F:13])[CH:10]=[CH:9][C:3]=1[C:4]([O:6][CH2:7][CH3:8])=[O:5].[CH:14]1([NH2:20])[CH2:19][CH2:18][CH2:17][CH2:16][CH2:15]1. Product: [CH:14]1([NH:20][C:2]2[N:12]=[C:11]([F:13])[CH:10]=[CH:9][C:3]=2[C:4]([O:6][CH2:7][CH3:8])=[O:5])[CH2:19][CH2:18][CH2:17][CH2:16][CH2:15]1. The catalyst class is: 2. (8) Reactant: [C:1]([OH:9])(=[S:8])[C:2]1[CH:7]=[CH:6][CH:5]=[CH:4][CH:3]=1.[OH-].[Na+:11]. Product: [C:1]([O-:9])(=[S:8])[C:2]1[CH:7]=[CH:6][CH:5]=[CH:4][CH:3]=1.[Na+:11]. The catalyst class is: 6. (9) Reactant: [F:1][C:2]([F:7])([F:6])[C:3]([NH2:5])=[O:4].CC(C)([O-])C.[Na+].BrN1C(C)(C)C(=O)N(Br)C1=O.[Si:25]([O:32][CH2:33][CH2:34][S:35][CH2:36][C:37]1[CH:42]=[CH:41][N:40]=[C:39]([NH:43][C:44]2[CH:49]=[C:48]([C:50]3[CH:55]=[CH:54][C:53]([F:56])=[CH:52][C:51]=3[O:57][CH3:58])[C:47]([F:59])=[CH:46][N:45]=2)[CH:38]=1)([C:28]([CH3:31])([CH3:30])[CH3:29])([CH3:27])[CH3:26].S([O-])([O-])=O.[Na+].[Na+]. Product: [Si:25]([O:32][CH2:33][CH2:34][S:35]([CH2:36][C:37]1[CH:42]=[CH:41][N:40]=[C:39]([NH:43][C:44]2[CH:49]=[C:48]([C:50]3[CH:55]=[CH:54][C:53]([F:56])=[CH:52][C:51]=3[O:57][CH3:58])[C:47]([F:59])=[CH:46][N:45]=2)[CH:38]=1)=[N:5][C:3](=[O:4])[C:2]([F:7])([F:6])[F:1])([C:28]([CH3:31])([CH3:30])[CH3:29])([CH3:27])[CH3:26]. The catalyst class is: 182. (10) Reactant: [CH:1]1[C:13]2[CH:12]([CH2:14][O:15][C:16]([NH:18][C@@H:19]3[CH2:23][N:22](C(OC(C)(C)C)=O)[C@H:21]([C:31](=[O:43])[NH:32][C@H:33]4[C:42]5[C:37](=[CH:38][CH:39]=[CH:40][CH:41]=5)[CH2:36][CH2:35][CH2:34]4)[CH2:20]3)=[O:17])[C:11]3[C:6](=[CH:7][CH:8]=[CH:9][CH:10]=3)[C:5]=2[CH:4]=[CH:3][CH:2]=1.C(O)(C(F)(F)F)=O. Product: [C@H:33]1([NH:32][C:31]([C@H:21]2[NH:22][CH2:23][C@@H:19]([NH:18][C:16](=[O:17])[O:15][CH2:14][CH:12]3[C:11]4[CH:10]=[CH:9][CH:8]=[CH:7][C:6]=4[C:5]4[C:13]3=[CH:1][CH:2]=[CH:3][CH:4]=4)[CH2:20]2)=[O:43])[C:42]2[C:37](=[CH:38][CH:39]=[CH:40][CH:41]=2)[CH2:36][CH2:35][CH2:34]1. The catalyst class is: 2.